Predict the reaction yield, written as a fraction of the theoretical maximum amount of product (1.0 means a 100% yield; for example, 0.34 means a 34% yield). From a dataset of Reaction yield outcomes from USPTO patents with 853,638 reactions. (1) The reactants are [CH2:1]=[CH:2][C:3]1[CH:8]=[CH:7][CH:6]=[CH:5][CH:4]=1.[Cl:9][SiH:10]([Cl:12])[Cl:11]. The catalyst is [Cl-].C1([P+](C2C=CC=CC=2)(C2C=CC=CC=2)C2C=CC=CC=2)C=CC=CC=1. The product is [C:3]1([CH2:2][CH2:1][Si:10]([Cl:12])([Cl:11])[Cl:9])[CH:8]=[CH:7][CH:6]=[CH:5][CH:4]=1. The yield is 0.140. (2) The reactants are C([NH:8][CH2:9][CH2:10][CH2:11][C:12]1[N:16]=[C:15]([CH2:17][CH2:18][CH2:19][CH3:20])[N:14]([CH2:21][C:22]2[CH:27]=[CH:26][C:25]([C:28]3[CH:33]=[CH:32][CH:31]=[CH:30][C:29]=3[C:34]3[NH:38][N:37]=[N:36][N:35]=3)=[CH:24][CH:23]=2)[N:13]=1)(OC(C)(C)C)=O. The catalyst is Cl.O1CCOCC1. The product is [NH2:8][CH2:9][CH2:10][CH2:11][C:12]1[N:16]=[C:15]([CH2:17][CH2:18][CH2:19][CH3:20])[N:14]([CH2:21][C:22]2[CH:27]=[CH:26][C:25]([C:28]3[CH:33]=[CH:32][CH:31]=[CH:30][C:29]=3[C:34]3[NH:38][N:37]=[N:36][N:35]=3)=[CH:24][CH:23]=2)[N:13]=1. The yield is 0.980. (3) The reactants are Cl.[CH2:2]([C@@:5]([C:14]([OH:16])=[O:15])([CH2:7][C:8]1[CH:13]=[CH:12][CH:11]=[CH:10][CH:9]=1)[NH2:6])[CH:3]=[CH2:4].[C:17](O[C:17]([O:19][C:20]([CH3:23])([CH3:22])[CH3:21])=[O:18])([O:19][C:20]([CH3:23])([CH3:22])[CH3:21])=[O:18].C(=O)(O)[O-].[Na+]. The catalyst is C1COCC1.O.C(OCC)(=O)C. The product is [C:20]([O:19][C:17]([NH:6][C@:5]([CH2:2][CH:3]=[CH2:4])([C:14]([OH:16])=[O:15])[CH2:7][C:8]1[CH:13]=[CH:12][CH:11]=[CH:10][CH:9]=1)=[O:18])([CH3:23])([CH3:22])[CH3:21]. The yield is 0.860. (4) The reactants are [I:1][C:2]1[C:10]2[C:5](=[N:6][CH:7]=[CH:8][CH:9]=2)[NH:4][CH:3]=1.[H-].[Na+].[Si:13](Cl)([C:16]([CH3:19])([CH3:18])[CH3:17])([CH3:15])[CH3:14].O. The catalyst is O1CCCC1. The product is [C:16]([Si:13]([CH3:15])([CH3:14])[N:4]1[C:5]2=[N:6][CH:7]=[CH:8][CH:9]=[C:10]2[C:2]([I:1])=[CH:3]1)([CH3:19])([CH3:18])[CH3:17]. The yield is 0.150. (5) The reactants are [F:1][C:2]1[CH:7]=[C:6]([CH:8]=[O:9])[CH:5]=[CH:4][C:3]=1[C:10]1[CH:15]=[CH:14][CH:13]=[CH:12][CH:11]=1.[BH4-].[Na+].[OH-].[Na+]. The catalyst is C(O)C. The product is [F:1][C:2]1[CH:7]=[C:6]([CH2:8][OH:9])[CH:5]=[CH:4][C:3]=1[C:10]1[CH:11]=[CH:12][CH:13]=[CH:14][CH:15]=1. The yield is 0.800.